This data is from Forward reaction prediction with 1.9M reactions from USPTO patents (1976-2016). The task is: Predict the product of the given reaction. (1) The product is: [F:1][C:2]1[N:3]=[CH:4][C:5]([CH:6]([OH:7])[CH3:10])=[CH:8][CH:9]=1. Given the reactants [F:1][C:2]1[CH:9]=[CH:8][C:5]([CH:6]=[O:7])=[CH:4][N:3]=1.[CH3:10][Mg]Br.O.[Cl-].[NH4+], predict the reaction product. (2) Given the reactants [CH:1]1([CH2:4][CH2:5][O:6][CH2:7][C:8]2[N:13]=[C:12]([NH2:14])[CH:11]=[CH:10][CH:9]=2)[CH2:3][CH2:2]1.[Cl:15][C:16]1[CH:21]=[C:20]([Cl:22])[CH:19]=[C:18]([CH3:23])[C:17]=1[S:24](Cl)(=[O:26])=[O:25], predict the reaction product. The product is: [Cl:15][C:16]1[CH:21]=[C:20]([Cl:22])[CH:19]=[C:18]([CH3:23])[C:17]=1[S:24]([NH:14][C:12]1[CH:11]=[CH:10][CH:9]=[C:8]([CH2:7][O:6][CH2:5][CH2:4][CH:1]2[CH2:3][CH2:2]2)[N:13]=1)(=[O:26])=[O:25]. (3) Given the reactants Br[C:2]1[CH:3]=[CH:4][C:5]([O:17][CH2:18][C:19]2[CH:24]=[CH:23][CH:22]=[CH:21][CH:20]=2)=[C:6]([CH:16]=1)[C:7]([NH:9][C:10]1[CH:11]=[N:12][CH:13]=[CH:14][CH:15]=1)=[O:8].CC1(C)C(C)(C)OB([C:33]2[CH:38]=[CH:37][N:36]=[C:35]([NH2:39])[CH:34]=2)O1.C(=O)([O-])[O-].[Na+].[Na+], predict the reaction product. The product is: [NH2:39][C:35]1[CH:34]=[C:33]([C:2]2[CH:3]=[CH:4][C:5]([O:17][CH2:18][C:19]3[CH:24]=[CH:23][CH:22]=[CH:21][CH:20]=3)=[C:6]([CH:16]=2)[C:7]([NH:9][C:10]2[CH:11]=[N:12][CH:13]=[CH:14][CH:15]=2)=[O:8])[CH:38]=[CH:37][N:36]=1. (4) Given the reactants CS[C:3]1[S:4][C:5](=[CH:9][C:10]2[CH:11]=[C:12]3[C:17](=[CH:18][CH:19]=2)[N:16]=[CH:15][N:14]=[CH:13]3)[C:6](=[O:8])[N:7]=1.[F:20][C:21]1[CH:22]=[C:23]([CH:26]=[CH:27][CH:28]=1)[CH2:24][NH2:25].CCN(C(C)C)C(C)C, predict the reaction product. The product is: [F:20][C:21]1[CH:22]=[C:23]([CH:26]=[CH:27][CH:28]=1)[CH2:24][NH:25][C:3]1[S:4]/[C:5](=[CH:9]\[C:10]2[CH:11]=[C:12]3[C:17](=[CH:18][CH:19]=2)[N:16]=[CH:15][N:14]=[CH:13]3)/[C:6](=[O:8])[N:7]=1. (5) Given the reactants [CH2:1]([C:3]1[C:8]([O:9][CH2:10][O:11][CH3:12])=[CH:7][CH:6]=[CH:5][N:4]=1)[CH3:2].CN(CCN(C)C)C.[Li]CCCC.CN([CH:29]=[O:30])C, predict the reaction product. The product is: [CH2:1]([C:3]1[C:8]([O:9][CH2:10][O:11][CH3:12])=[C:7]([CH:29]=[O:30])[CH:6]=[CH:5][N:4]=1)[CH3:2]. (6) The product is: [C:1]([O:6][CH2:7][O:9][CH2:10][CH2:11][C:12]([F:21])([F:20])[C:13]([F:18])([F:19])[S:14]([O-:17])(=[O:15])=[O:16])(=[O:5])[C:2]([CH3:4])=[CH2:3].[C:35]1([S+:28]([C:22]2[CH:23]=[CH:24][CH:25]=[CH:26][CH:27]=2)[C:29]2[CH:34]=[CH:33][CH:32]=[CH:31][CH:30]=2)[CH:36]=[CH:37][CH:38]=[CH:39][CH:40]=1. Given the reactants [C:1]([O:6][CH2:7]Cl)(=[O:5])[C:2]([CH3:4])=[CH2:3].[OH:9][CH2:10][CH2:11][C:12]([F:21])([F:20])[C:13]([F:19])([F:18])[S:14]([O-:17])(=[O:16])=[O:15].[C:22]1([S+:28]([C:35]2[CH:40]=[CH:39][CH:38]=[CH:37][CH:36]=2)[C:29]2[CH:34]=[CH:33][CH:32]=[CH:31][CH:30]=2)[CH:27]=[CH:26][CH:25]=[CH:24][CH:23]=1.C(N(C(C)C)CC)(C)C, predict the reaction product. (7) Given the reactants [Cl:1][C:2]1[C:14]2[C:13]3[CH:12]=[CH:11][CH:10]=[CH:9][C:8]=3[NH:7][C:6]=2[C:5]([C:15]([O:17]C)=O)=[CH:4][N:3]=1.[Li][NH2:20], predict the reaction product. The product is: [Cl:1][C:2]1[C:14]2[C:13]3[CH:12]=[CH:11][CH:10]=[CH:9][C:8]=3[NH:7][C:6]=2[C:5]([C:15]([NH2:20])=[O:17])=[CH:4][N:3]=1. (8) Given the reactants Cl[C:2]1[C:11]2[C:6](=[CH:7][CH:8]=[CH:9][CH:10]=2)[N:5]=[C:4]([C:12]2[CH:17]=[CH:16][CH:15]=[CH:14][N:13]=2)[C:3]=1[CH3:18].[O:19]1[CH2:24][CH2:23][N:22]([C:25]2[CH:30]=[CH:29][C:28]([N:31]3[CH2:36][CH2:35][O:34][CH2:33][CH2:32]3)=[CH:27][C:26]=2[NH2:37])[CH2:21][CH2:20]1.Cl.O1CCOCC1, predict the reaction product. The product is: [N:22]1([C:25]2[CH:30]=[CH:29][C:28]([N:31]3[CH2:32][CH2:33][O:34][CH2:35][CH2:36]3)=[CH:27][C:26]=2[NH:37][C:2]2[C:11]3[C:6](=[CH:7][CH:8]=[CH:9][CH:10]=3)[N:5]=[C:4]([C:12]3[CH:17]=[CH:16][CH:15]=[CH:14][N:13]=3)[C:3]=2[CH3:18])[CH2:23][CH2:24][O:19][CH2:20][CH2:21]1. (9) Given the reactants [CH3:1][C:2]1([CH3:26])[C:11]2[C:6](=[C:7]([CH3:23])[CH:8]=[C:9]([C:13]([C:15]3[C:16]([CH3:22])=[N:17][N:18]([CH3:21])[C:19]=3[OH:20])=[O:14])[C:10]=2[CH3:12])[S:5](=[O:25])(=[O:24])[CH2:4][CH2:3]1.N1C=CC=CC=1.[I-].[K+].Br[CH:36]([CH3:42])[C:37]([O:39][CH2:40][CH3:41])=[O:38], predict the reaction product. The product is: [CH3:1][C:2]1([CH3:26])[C:11]2[C:6](=[C:7]([CH3:23])[CH:8]=[C:9]([C:13]([C:15]3[C:16]([CH3:22])=[N:17][N:18]([CH3:21])[C:19]=3[O:20][CH2:42][CH2:36][C:37]([O:39][CH2:40][CH3:41])=[O:38])=[O:14])[C:10]=2[CH3:12])[S:5](=[O:25])(=[O:24])[CH2:4][CH2:3]1. (10) Given the reactants [NH2:1][C:2]1[CH:10]=[CH:9][C:8]([Br:11])=[CH:7][C:3]=1[C:4]([OH:6])=[O:5].[C:12](Cl)(=[O:21])[CH2:13][CH2:14][C:15]1[CH:20]=[CH:19][CH:18]=[CH:17][CH:16]=1, predict the reaction product. The product is: [Br:11][C:8]1[CH:9]=[CH:10][C:2]([NH:1][C:12](=[O:21])[CH2:13][CH2:14][C:15]2[CH:20]=[CH:19][CH:18]=[CH:17][CH:16]=2)=[C:3]([CH:7]=1)[C:4]([OH:6])=[O:5].